Task: Predict the reaction yield, written as a fraction of the theoretical maximum amount of product (1.0 means a 100% yield; for example, 0.34 means a 34% yield).. Dataset: Reaction yield outcomes from USPTO patents with 853,638 reactions (1) The reactants are [Cl:1][C:2]1[C:3]([CH3:36])=[N:4][O:5][C:6]=1[N:7](COCCOC)[S:8]([C:11]1[C:19]2[C:14](=[N:15][CH:16]=[CH:17][CH:18]=2)[S:13][C:12]=1[CH2:20][C:21]1[CH:26]=[CH:25][C:24]2[O:27][CH2:28][O:29][C:23]=2[CH:22]=1)(=[O:10])=[O:9].Cl. The catalyst is CO. The product is [Cl:1][C:2]1[C:3]([CH3:36])=[N:4][O:5][C:6]=1[NH:7][S:8]([C:11]1[C:19]2[C:14](=[N:15][CH:16]=[CH:17][CH:18]=2)[S:13][C:12]=1[CH2:20][C:21]1[CH:26]=[CH:25][C:24]2[O:27][CH2:28][O:29][C:23]=2[CH:22]=1)(=[O:9])=[O:10]. The yield is 0.760. (2) The yield is 0.910. The reactants are [C:1]1([CH2:7][C@@H:8]([NH:15][C:16](=O)[CH2:17]Cl)[CH2:9][NH:10][C:11](=O)[CH2:12][Cl:13])[CH:6]=[CH:5][CH:4]=[CH:3][CH:2]=1. The catalyst is C1COCC1. The product is [CH2:7]([CH:8]1[NH:15][CH2:16][CH2:17][N:10]([CH2:11][CH2:12][Cl:13])[CH2:9]1)[C:1]1[CH:6]=[CH:5][CH:4]=[CH:3][CH:2]=1. (3) The reactants are [H-].[Na+].[CH3:3][O:4][C:5]1[CH:13]=[CH:12][C:8]2[NH:9][CH:10]=[N:11][C:7]=2[CH:6]=1.[CH3:14]I. The catalyst is CN(C=O)C.O. The product is [CH3:3][O:4][C:5]1[CH:13]=[CH:12][C:8]2[N:9]([CH3:14])[CH:10]=[N:11][C:7]=2[CH:6]=1. The yield is 0.545. (4) The yield is 0.430. The product is [CH2:1]([O:3][C:4](=[O:29])[CH2:5][CH2:6][C:7]1[N:8]([C:19]2[CH:24]=[CH:23][C:22]([C:25](=[O:27])[NH2:26])=[CH:21][C:20]=2[CH3:28])[C:9]([C:12]2[CH:13]=[CH:14][C:15]([N:18]3[CH:50]=[CH:49][N:48]=[N:47]3)=[CH:16][CH:17]=2)=[CH:10][CH:11]=1)[CH3:2]. The reactants are [CH2:1]([O:3][C:4](=[O:29])[CH2:5][CH2:6][C:7]1[N:8]([C:19]2[CH:24]=[CH:23][C:22]([C:25](=[O:27])[NH2:26])=[CH:21][C:20]=2[CH3:28])[C:9]([C:12]2[CH:17]=[CH:16][C:15]([NH2:18])=[CH:14][CH:13]=2)=[CH:10][CH:11]=1)[CH3:2].C(N(CC)CC)C.S([NH:47][N:48]=[CH:49][CH:50](Cl)Cl)(C1C=CC(C)=CC=1)(=O)=O. The catalyst is CO.O. (5) The reactants are Cl[C:2]1[NH:10][C:9]2[C:4](=[N:5][CH:6]=[CH:7][CH:8]=2)[C:3]=1[C:11]#[N:12].[CH3:13][O:14][C:15]([C@H:17]1[CH2:21][CH2:20][CH2:19][NH:18]1)=[O:16]. No catalyst specified. The product is [CH3:13][O:14][C:15]([C@H:17]1[CH2:21][CH2:20][CH2:19][N:18]1[C:2]1[NH:10][C:9]2[C:4](=[N:5][CH:6]=[CH:7][CH:8]=2)[C:3]=1[C:11]#[N:12])=[O:16]. The yield is 0.130.